This data is from NCI-60 drug combinations with 297,098 pairs across 59 cell lines. The task is: Regression. Given two drug SMILES strings and cell line genomic features, predict the synergy score measuring deviation from expected non-interaction effect. (1) Drug 1: C1=CC(=CC=C1CCC2=CNC3=C2C(=O)NC(=N3)N)C(=O)NC(CCC(=O)O)C(=O)O. Drug 2: C1=CC=C(C=C1)NC(=O)CCCCCCC(=O)NO. Cell line: UACC-257. Synergy scores: CSS=11.3, Synergy_ZIP=-7.16, Synergy_Bliss=-2.16, Synergy_Loewe=-3.53, Synergy_HSA=0.138. (2) Drug 1: CN1C(=O)N2C=NC(=C2N=N1)C(=O)N. Drug 2: COC1=NC(=NC2=C1N=CN2C3C(C(C(O3)CO)O)O)N. Cell line: CCRF-CEM. Synergy scores: CSS=48.0, Synergy_ZIP=-1.70, Synergy_Bliss=-3.65, Synergy_Loewe=-18.8, Synergy_HSA=-1.68. (3) Drug 1: CCCS(=O)(=O)NC1=C(C(=C(C=C1)F)C(=O)C2=CNC3=C2C=C(C=N3)C4=CC=C(C=C4)Cl)F. Drug 2: C1C(C(OC1N2C=NC3=C2NC=NCC3O)CO)O. Cell line: UACC-257. Synergy scores: CSS=43.0, Synergy_ZIP=4.04, Synergy_Bliss=6.63, Synergy_Loewe=-22.2, Synergy_HSA=5.57. (4) Drug 1: CCN(CC)CCNC(=O)C1=C(NC(=C1C)C=C2C3=C(C=CC(=C3)F)NC2=O)C. Drug 2: CS(=O)(=O)OCCCCOS(=O)(=O)C. Cell line: HCC-2998. Synergy scores: CSS=-1.96, Synergy_ZIP=3.46, Synergy_Bliss=5.50, Synergy_Loewe=-7.93, Synergy_HSA=-6.82. (5) Drug 1: COC1=CC(=CC(=C1O)OC)C2C3C(COC3=O)C(C4=CC5=C(C=C24)OCO5)OC6C(C(C7C(O6)COC(O7)C8=CC=CS8)O)O. Drug 2: CC1CCCC2(C(O2)CC(NC(=O)CC(C(C(=O)C(C1O)C)(C)C)O)C(=CC3=CSC(=N3)C)C)C. Cell line: SK-OV-3. Synergy scores: CSS=9.41, Synergy_ZIP=-6.74, Synergy_Bliss=-3.61, Synergy_Loewe=-1.61, Synergy_HSA=-1.69.